Dataset: Full USPTO retrosynthesis dataset with 1.9M reactions from patents (1976-2016). Task: Predict the reactants needed to synthesize the given product. (1) Given the product [Cl:1][C:2]1[CH:7]=[C:6]([Cl:8])[CH:5]=[CH:4][C:3]=1[N:9]1[CH:13]=[C:12]([C:14]2[C:19]([CH3:20])=[CH:18][N:17]=[C:16]([NH:21][C:22](=[O:24])[CH3:23])[CH:15]=2)[N:11]=[C:10]1[C:25]1[NH:29][N:28]=[CH:27][CH:26]=1, predict the reactants needed to synthesize it. The reactants are: [Cl:1][C:2]1[CH:7]=[C:6]([Cl:8])[CH:5]=[CH:4][C:3]=1[N:9]1[CH:13]=[C:12]([C:14]2[C:19]([CH3:20])=[CH:18][N:17]=[C:16]([NH:21][C:22](=[O:24])[CH3:23])[CH:15]=2)[N:11]=[C:10]1[C:25]1[N:29](COCC[Si](C)(C)C)[N:28]=[CH:27][CH:26]=1.C(O)(C(F)(F)F)=O. (2) Given the product [Si:1]([O:8][C:9]1[CH:17]=[CH:16][C:12]([C:13]([N:21]2[CH:25]=[CH:24][N:23]=[CH:22]2)=[O:15])=[C:11]([CH3:18])[CH:10]=1)([C:4]([CH3:5])([CH3:6])[CH3:7])([CH3:2])[CH3:3], predict the reactants needed to synthesize it. The reactants are: [Si:1]([O:8][C:9]1[CH:17]=[CH:16][C:12]([C:13]([OH:15])=O)=[C:11]([CH3:18])[CH:10]=1)([C:4]([CH3:7])([CH3:6])[CH3:5])([CH3:3])[CH3:2].C([N:21]1[CH:25]=[CH:24][N:23]=[CH:22]1)([N:21]1[CH:25]=[CH:24][N:23]=[CH:22]1)=O. (3) Given the product [F:1][C:2]1[CH:7]=[CH:6][C:5]([C:8]2[CH:9]=[C:10]([C:11]([F:14])([F:13])[F:12])[N:19]3[N:20]=[CH:21][C:22]([C:23]#[N:24])=[C:18]3[N:17]=2)=[CH:4][CH:3]=1, predict the reactants needed to synthesize it. The reactants are: [F:1][C:2]1[CH:7]=[CH:6][C:5]([C:8](=O)[CH2:9][C:10](=O)[C:11]([F:14])([F:13])[F:12])=[CH:4][CH:3]=1.[NH2:17][C:18]1[C:22]([C:23]#[N:24])=[CH:21][NH:20][N:19]=1. (4) Given the product [CH3:12][O:11][C:9]1[CH:8]=[CH:7][C:3]([C:4]([NH:35][CH2:34][C:30]2[CH:29]=[C:28]([CH:33]=[CH:32][CH:31]=2)[O:27][C:24]2[CH:25]=[CH:26][C:21]([O:20][C:17]([CH3:19])([CH3:18])[C:16]([OH:38])=[O:15])=[C:22]([CH3:36])[CH:23]=2)=[O:6])=[C:2]([CH3:1])[CH:10]=1, predict the reactants needed to synthesize it. The reactants are: [CH3:1][C:2]1[CH:10]=[C:9]([O:11][CH3:12])[CH:8]=[CH:7][C:3]=1[C:4]([OH:6])=O.C([O:15][C:16](=[O:38])[C:17]([O:20][C:21]1[CH:26]=[CH:25][C:24]([O:27][C:28]2[CH:33]=[CH:32][CH:31]=[C:30]([CH2:34][NH2:35])[CH:29]=2)=[CH:23][C:22]=1[CH2:36]C)([CH3:19])[CH3:18])C. (5) Given the product [CH2:30]([N:37]1[CH2:42][CH:41]2[CH:39]([CH:44]2[NH:46][CH2:12][CH2:11][CH:10]([C:4]2[CH:5]=[C:6]([CH3:9])[CH:7]=[CH:8][C:3]=2[O:2][CH3:1])[C:24]2[CH:25]=[CH:26][CH:27]=[CH:28][CH:29]=2)[CH2:38]1)[C:31]1[CH:36]=[CH:35][CH:34]=[CH:33][CH:32]=1, predict the reactants needed to synthesize it. The reactants are: [CH3:1][O:2][C:3]1[CH:8]=[CH:7][C:6]([CH3:9])=[CH:5][C:4]=1[CH:10]([C:24]1[CH:29]=[CH:28][CH:27]=[CH:26][CH:25]=1)[CH2:11][CH2:12]OS(C1C=CC(C)=CC=1)(=O)=O.[CH2:30]([N:37]1[CH2:42][CH:41]2[CH:39](N2N)[CH2:38]1)[C:31]1[CH:36]=[CH:35][CH:34]=[CH:33][CH:32]=1.[CH2:44]([N:46](CC)CC)C. (6) The reactants are: Br[C:2]1[CH:3]=[C:4]([N:8]2[C:16]3[CH:15]=[CH:14][C:13]([CH3:17])=[CH:12][C:11]=3[C:10]3[CH2:18][N:19]([CH3:22])[CH2:20][CH2:21][C:9]2=3)[CH:5]=[CH:6][CH:7]=1.[CH3:23][N:24]1[CH:28]=[CH:27][CH:26]=[C:25]1B1OC(C)(C)C(C)(C)O1.C([O-])([O-])=O.[K+].[K+].O. Given the product [CH3:22][N:19]1[CH2:20][CH2:21][C:9]2[N:8]([C:4]3[CH:5]=[CH:6][CH:7]=[C:2]([C:25]4[N:24]([CH3:23])[CH:28]=[CH:27][CH:26]=4)[CH:3]=3)[C:16]3[CH:15]=[CH:14][C:13]([CH3:17])=[CH:12][C:11]=3[C:10]=2[CH2:18]1, predict the reactants needed to synthesize it.